This data is from Reaction yield outcomes from USPTO patents with 853,638 reactions. The task is: Predict the reaction yield, written as a fraction of the theoretical maximum amount of product (1.0 means a 100% yield; for example, 0.34 means a 34% yield). (1) The reactants are [C:1]1([S:7]([NH:10][C:11]2[CH:12]=[C:13]([C:17]3[CH:26]=[C:25]4[C:20]([N:21]=[CH:22][C:23]([N:27]5[CH2:32][CH2:31][N:30](C(OC(C)(C)C)=O)[CH2:29][CH2:28]5)=[N:24]4)=[CH:19][CH:18]=3)[CH:14]=[N:15][CH:16]=2)(=[O:9])=[O:8])[CH:6]=[CH:5][CH:4]=[CH:3][CH:2]=1.FC(F)(F)C(O)=O. The catalyst is C(#N)C. The product is [N:27]1([C:23]2[CH:22]=[N:21][C:20]3[C:25]([N:24]=2)=[CH:26][C:17]([C:13]2[CH:12]=[C:11]([NH:10][S:7]([C:1]4[CH:6]=[CH:5][CH:4]=[CH:3][CH:2]=4)(=[O:9])=[O:8])[CH:16]=[N:15][CH:14]=2)=[CH:18][CH:19]=3)[CH2:32][CH2:31][NH:30][CH2:29][CH2:28]1. The yield is 0.610. (2) The reactants are [N+:1]([C:4]1[CH:5]=[C:6]([N:10]2[C:19]3[C:14](=[CH:15][CH:16]=[CH:17][N:18]=3)[CH:13]=[C:12]([CH3:20])[C:11]2=[O:21])[CH:7]=[CH:8][CH:9]=1)([O-:3])=[O:2].[N+](C1C=C(NC2N=CC=CC=2C=O)C=CC=1)([O-])=O.C(OCC)(=O)CC.[Li+].CC([N-]C(C)C)C.C1C(=O)N([Br:62])C(=O)C1. The catalyst is C1C=CC=CC=1. The product is [N+:1]([C:4]1[CH:5]=[C:6]([N:10]2[C:19]3[C:14](=[CH:15][CH:16]=[CH:17][N:18]=3)[CH:13]=[C:12]([CH2:20][Br:62])[C:11]2=[O:21])[CH:7]=[CH:8][CH:9]=1)([O-:3])=[O:2]. The yield is 0.530. (3) The reactants are C([O:8][C:9]1[CH:15]=[C:14]([O:16][C:17]2[CH:22]=[CH:21][C:20]([S:23]([CH3:26])(=[O:25])=[O:24])=[CH:19][N:18]=2)[CH:13]=[CH:12][C:10]=1[NH2:11])C1C=CC=CC=1. The catalyst is O1CCCC1.CO.[Pd]. The product is [NH2:11][C:10]1[CH:12]=[CH:13][C:14]([O:16][C:17]2[CH:22]=[CH:21][C:20]([S:23]([CH3:26])(=[O:25])=[O:24])=[CH:19][N:18]=2)=[CH:15][C:9]=1[OH:8]. The yield is 0.840. (4) The reactants are CN1CCOCC1.[C:8]([O:12][C:13]([N:15]1[CH2:19][CH2:18][CH2:17][C@H:16]1[C:20]([OH:22])=O)=[O:14])([CH3:11])([CH3:10])[CH3:9].F[P-](F)(F)(F)(F)F.N1(OC(N(C)C)=[N+](C)C)C2N=CC=CC=2N=N1.Cl.[NH2:48][CH:49]1[C:58](=[O:59])[C:57]2[C:52](=[CH:53][C:54]([Br:60])=[CH:55][CH:56]=2)[O:51][CH2:50]1.C(=O)(O)[O-].[Na+].[Cl-].[NH4+]. The catalyst is CN(C)C=O.C(OCC)(=O)C.O. The product is [Br:60][C:54]1[CH:53]=[C:52]2[C:57]([C:58](=[O:59])[CH:49]([NH:48][C:20]([C@@H:16]3[CH2:17][CH2:18][CH2:19][N:15]3[C:13]([O:12][C:8]([CH3:9])([CH3:10])[CH3:11])=[O:14])=[O:22])[CH2:50][O:51]2)=[CH:56][CH:55]=1. The yield is 0.840.